This data is from Full USPTO retrosynthesis dataset with 1.9M reactions from patents (1976-2016). The task is: Predict the reactants needed to synthesize the given product. (1) Given the product [C:21]([O:20][C:18]([N:16]1[CH2:17][CH:14]([C:12]([C:9]2[CH:10]=[C:11]3[C:6](=[CH:7][CH:8]=2)[N:5]=[C:4]([O:25][CH3:26])[C:3]([CH2:27][C:28]2[CH:33]=[CH:32][C:31]([C:34]([F:36])([F:35])[F:37])=[CH:30][CH:29]=2)=[C:2]3[Cl:1])([OH:13])[CH2:38][CH3:39])[CH2:15]1)=[O:19])([CH3:22])([CH3:24])[CH3:23], predict the reactants needed to synthesize it. The reactants are: [Cl:1][C:2]1[C:11]2[C:6](=[CH:7][CH:8]=[C:9]([C:12]([CH:14]3[CH2:17][N:16]([C:18]([O:20][C:21]([CH3:24])([CH3:23])[CH3:22])=[O:19])[CH2:15]3)=[O:13])[CH:10]=2)[N:5]=[C:4]([O:25][CH3:26])[C:3]=1[CH2:27][C:28]1[CH:33]=[CH:32][C:31]([C:34]([F:37])([F:36])[F:35])=[CH:30][CH:29]=1.[CH2:38]([Mg]Br)[CH3:39]. (2) The reactants are: Cl[CH2:2][CH2:3][CH2:4][C:5]1[N:9]([CH2:10][C:11]2[C:16]([C:17]3[CH:22]=[CH:21][CH:20]=[CH:19][CH:18]=3)=[CH:15][C:14]([C:23]#[N:24])=[CH:13][CH:12]=2)[CH:8]=[N:7][CH:6]=1.CC([O-])(C)C.[K+].C1COCC1. Given the product [CH2:6]1[CH:5]2[CH2:4][CH2:3][CH2:2][CH:10]([C:11]3[C:16]([C:17]4[CH:22]=[CH:21][CH:20]=[CH:19][CH:18]=4)=[CH:15][C:14]([C:23]#[N:24])=[CH:13][CH:12]=3)[N:9]2[CH:8]=[N:7]1, predict the reactants needed to synthesize it. (3) Given the product [NH2:1][C:2]([C:4]1[CH:5]=[N:6][C:7]2[C:12]([C:13]=1[NH:14][C:15]1[CH:16]=[C:17]([CH:23]=[CH:24][CH:25]=1)[C:18]([O:20][CH2:21][CH3:22])=[O:19])=[CH:11][CH:10]=[C:9]([C:29]1[CH:28]=[N:27][C:36]3[C:31]([CH:30]=1)=[CH:32][CH:33]=[CH:34][CH:35]=3)[CH:8]=2)=[O:3], predict the reactants needed to synthesize it. The reactants are: [NH2:1][C:2]([C:4]1[CH:5]=[N:6][C:7]2[C:12]([C:13]=1[NH:14][C:15]1[CH:16]=[C:17]([CH:23]=[CH:24][CH:25]=1)[C:18]([O:20][CH2:21][CH3:22])=[O:19])=[CH:11][CH:10]=[C:9](Br)[CH:8]=2)=[O:3].[N:27]1[C:36]2[C:31](=[CH:32][CH:33]=[CH:34][CH:35]=2)[CH:30]=[C:29](B(O)O)[CH:28]=1.C(=O)(O)[O-].[Na+]. (4) The reactants are: Cl[C:2]1[C:7]([N+:8]([O-:10])=[O:9])=[CH:6][CH:5]=[CH:4][N:3]=1.C([O-])([O-])=O.[Na+].[Na+].[CH3:17][NH:18][CH2:19][C:20]1[CH:25]=[CH:24][CH:23]=[CH:22][CH:21]=1.[Cl-].[Cl-].[Ca+2].Cl. Given the product [CH2:19]([N:18]([CH3:17])[C:2]1[C:7]([N+:8]([O-:10])=[O:9])=[CH:6][CH:5]=[CH:4][N:3]=1)[C:20]1[CH:25]=[CH:24][CH:23]=[CH:22][CH:21]=1, predict the reactants needed to synthesize it. (5) Given the product [Cl:27][C:24]1[CH:25]=[CH:26][C:21]([O:20][C:17]2[CH:16]=[CH:15][C:14]([CH2:13][CH2:12][O:11][C:9]3[NH:10][CH:36]=[C:35]([CH2:41][C:42]4[CH:47]=[CH:46][CH:45]=[CH:44][CH:43]=4)[C:33](=[O:34])[N:32]=3)=[CH:19][CH:18]=2)=[CH:22][C:23]=1[C:28]([F:31])([F:30])[F:29], predict the reactants needed to synthesize it. The reactants are: OS(C(F)(F)F)(=O)=O.[C:9](=[NH:32])([O:11][CH2:12][CH2:13][C:14]1[CH:19]=[CH:18][C:17]([O:20][C:21]2[CH:26]=[CH:25][C:24]([Cl:27])=[C:23]([C:28]([F:31])([F:30])[F:29])[CH:22]=2)=[CH:16][CH:15]=1)[NH2:10].[CH:33]([CH:35]([CH2:41][C:42]1[CH:47]=[CH:46][CH:45]=[CH:44][CH:43]=1)[C:36](OCC)=O)=[O:34].C([O-])([O-])=O.[K+].[K+]. (6) Given the product [CH2:13]([O:12][CH2:11][CH2:10][N:5]1[C:6]2[C:7](=[O:9])[NH:8][C:21](=[O:22])[NH:1][C:2]=2[C:3]([C:15]([O:17][CH3:18])=[O:16])=[N:4]1)[CH3:14], predict the reactants needed to synthesize it. The reactants are: [NH2:1][C:2]1[C:3]([C:15]([O:17][CH3:18])=[O:16])=[N:4][N:5]([CH2:10][CH2:11][O:12][CH2:13][CH3:14])[C:6]=1[C:7](=[O:9])[NH2:8].CN(C)[CH:21]=[O:22]. (7) Given the product [F:1][C:2]1[CH:7]=[CH:6][C:5]([CH2:8][S:9][C:11]2[CH:21]=[C:15]3[N:16]([CH3:20])[CH2:17][CH2:18][CH2:19][N:14]3[C:13](=[O:22])[N:12]=2)=[CH:4][CH:3]=1, predict the reactants needed to synthesize it. The reactants are: [F:1][C:2]1[CH:7]=[CH:6][C:5]([CH2:8][SH:9])=[CH:4][CH:3]=1.Cl[C:11]1[CH:21]=[C:15]2[N:16]([CH3:20])[CH2:17][CH2:18][CH2:19][N:14]2[C:13](=[O:22])[N:12]=1. (8) Given the product [C:57]([O:56][C:54]([NH:53][C@@H:41]1[CH2:42][C@H:43]([NH:45][C:46]([O:48][C:49]([CH3:52])([CH3:51])[CH3:50])=[O:47])[CH2:44][N:39]([C:3]2[CH:2]=[C:7]([NH:8][C:9]3[CH:14]=[CH:13][C:12]([NH2:15])=[CH:11][CH:10]=3)[CH:6]=[C:5]([N:17]3[CH2:22][C@@H:21]([NH:23][C:24]([O:26][C:27]([CH3:30])([CH3:29])[CH3:28])=[O:25])[CH2:20][C@@H:19]([NH:31][C:32]([O:34][C:35]([CH3:38])([CH3:37])[CH3:36])=[O:33])[CH2:18]3)[N:4]=2)[CH2:40]1)=[O:55])([CH3:58])([CH3:59])[CH3:60], predict the reactants needed to synthesize it. The reactants are: Cl[C:2]1[C:3]([N:39]2[CH2:44][C@@H:43]([NH:45][C:46]([O:48][C:49]([CH3:52])([CH3:51])[CH3:50])=[O:47])[CH2:42][C@@H:41]([NH:53][C:54]([O:56][C:57]([CH3:60])([CH3:59])[CH3:58])=[O:55])[CH2:40]2)=[N:4][C:5]([N:17]2[CH2:22][C@@H:21]([NH:23][C:24]([O:26][C:27]([CH3:30])([CH3:29])[CH3:28])=[O:25])[CH2:20][C@@H:19]([NH:31][C:32]([O:34][C:35]([CH3:38])([CH3:37])[CH3:36])=[O:33])[CH2:18]2)=[C:6](Cl)[C:7]=1[NH:8][C:9]1[CH:14]=[CH:13][C:12]([NH2:15])=[CH:11][CH:10]=1.C([O-])=O.[NH4+]. (9) Given the product [CH3:1][O:2][C:3]1[CH:4]=[C:5]([CH:11]2[C:19]3[C:14](=[CH:15][C:16]([O:22][CH3:23])=[C:17]([O:20][CH3:21])[CH:18]=3)[CH:13]([CH2:24][CH2:25][O:26][S:30]([CH3:29])(=[O:32])=[O:31])[CH:12]2[CH2:27][O:28][S:30]([CH3:29])(=[O:32])=[O:31])[CH:6]=[CH:7][C:8]=1[O:9][CH3:10], predict the reactants needed to synthesize it. The reactants are: [CH3:1][O:2][C:3]1[CH:4]=[C:5]([CH:11]2[C:19]3[C:14](=[CH:15][C:16]([O:22][CH3:23])=[C:17]([O:20][CH3:21])[CH:18]=3)[CH:13]([CH2:24][CH2:25][OH:26])[CH:12]2[CH2:27][OH:28])[CH:6]=[CH:7][C:8]=1[O:9][CH3:10].[CH3:29][S:30](O[S:30]([CH3:29])(=[O:32])=[O:31])(=[O:32])=[O:31].N1C=CC=CC=1.